Predict which catalyst facilitates the given reaction. From a dataset of Catalyst prediction with 721,799 reactions and 888 catalyst types from USPTO. (1) Reactant: C[O:2][C:3](=[O:54])[CH2:4][O:5][C:6]1[CH:11]=[CH:10][C:9]([S:12][CH2:13][CH2:14][CH2:15][C:16]2[CH:21]=[CH:20][C:19]([C:22]3[CH:27]=[CH:26][C:25]([CH2:28][CH2:29][CH2:30][S:31][C:32]4[CH:37]=[CH:36][C:35]([O:38][CH2:39][C:40]([O:42]C)=[O:41])=[C:34]([CH3:44])[CH:33]=4)=[CH:24][C:23]=3[C:45]([F:48])([F:47])[F:46])=[C:18]([C:49]([F:52])([F:51])[F:50])[CH:17]=2)=[CH:8][C:7]=1[CH3:53].[OH-].[Na+].O.Cl. Product: [C:40]([CH2:39][O:38][C:35]1[CH:36]=[CH:37][C:32]([S:31][CH2:30][CH2:29][CH2:28][C:25]2[CH:26]=[CH:27][C:22]([C:19]3[CH:20]=[CH:21][C:16]([CH2:15][CH2:14][CH2:13][S:12][C:9]4[CH:10]=[CH:11][C:6]([O:5][CH2:4][C:3]([OH:54])=[O:2])=[C:7]([CH3:53])[CH:8]=4)=[CH:17][C:18]=3[C:49]([F:50])([F:51])[F:52])=[C:23]([C:45]([F:48])([F:47])[F:46])[CH:24]=2)=[CH:33][C:34]=1[CH3:44])([OH:42])=[O:41]. The catalyst class is: 8. (2) Reactant: C[O:2][C:3](=[O:32])[CH2:4][C:5]1[CH:10]=[C:9]([S:11]([C:14]2[S:15][CH:16]=[C:17]([C:19]3[CH:24]=[CH:23][C:22]([C:25]([F:28])([F:27])[F:26])=[CH:21][CH:20]=3)[CH:18]=2)(=[O:13])=[O:12])[CH:8]=[C:7]([O:29][CH2:30][CH3:31])[CH:6]=1.C(OCC)(=O)C.CCCCCC.Cl. Product: [CH2:30]([O:29][C:7]1[CH:6]=[C:5]([CH2:4][C:3]([OH:32])=[O:2])[CH:10]=[C:9]([S:11]([C:14]2[S:15][CH:16]=[C:17]([C:19]3[CH:20]=[CH:21][C:22]([C:25]([F:26])([F:27])[F:28])=[CH:23][CH:24]=3)[CH:18]=2)(=[O:13])=[O:12])[CH:8]=1)[CH3:31]. The catalyst class is: 7. (3) Reactant: [C:1]([O:5][C:6]([N:8]1[CH:12]([CH2:13][F:14])[CH:11]([C:15]2[CH:20]=[CH:19][C:18](B3OC(C)(C)C(C)(C)O3)=[CH:17][CH:16]=2)[O:10][C:9]1([CH3:31])[CH3:30])=[O:7])([CH3:4])([CH3:3])[CH3:2].Br[C:33]1[CH:34]=[N:35][C:36]([C:39]#[N:40])=[N:37][CH:38]=1.C([O-])([O-])=O.[Na+].[Na+]. Product: [C:1]([O:5][C:6]([N:8]1[CH:12]([CH2:13][F:14])[CH:11]([C:15]2[CH:20]=[CH:19][C:18]([C:33]3[CH:34]=[N:35][C:36]([C:39]#[N:40])=[N:37][CH:38]=3)=[CH:17][CH:16]=2)[O:10][C:9]1([CH3:31])[CH3:30])=[O:7])([CH3:2])([CH3:3])[CH3:4]. The catalyst class is: 398. (4) Product: [C:38]([N:57]1[CH:61]=[C:60]([CH:62]([NH:2][CH2:3][CH2:4][CH2:5][C:6]([O:8][CH2:9][CH3:10])=[O:7])[CH2:63][CH3:64])[N:59]=[CH:58]1)([C:45]1[CH:46]=[CH:47][CH:48]=[CH:49][CH:50]=1)([C:51]1[CH:56]=[CH:55][CH:54]=[CH:53][CH:52]=1)[C:39]1[CH:44]=[CH:43][CH:42]=[CH:41][CH:40]=1. Reactant: Cl.[NH2:2][CH2:3][CH2:4][CH2:5][C:6]([O:8][CH2:9][CH3:10])=[O:7].N1C=C(CN2CC(C3C=CC=CC=3)CC2=O)N2C=CC=CC=12.C([O-])(=O)C.[Na+].[C:38]([N:57]1[CH:61]=[C:60]([C:62](=O)[CH2:63][CH3:64])[N:59]=[CH:58]1)([C:51]1[CH:56]=[CH:55][CH:54]=[CH:53][CH:52]=1)([C:45]1[CH:50]=[CH:49][CH:48]=[CH:47][CH:46]=1)[C:39]1[CH:44]=[CH:43][CH:42]=[CH:41][CH:40]=1.[BH3-]C#N.[Na+].[O-]S([O-])(=O)=O.[Na+].[Na+]. The catalyst class is: 275. (5) The catalyst class is: 22. Product: [F:13][C:10]1[CH:11]=[C:12]2[C:7](=[CH:8][CH:9]=1)[NH:6][CH:5]=[C:4]2[CH2:3][CH2:2][N:14]1[C:18]2[CH:19]=[CH:20][CH:21]=[CH:22][C:17]=2[N:16]=[CH:15]1. Reactant: Br[CH2:2][CH2:3][C:4]1[C:12]2[C:7](=[CH:8][CH:9]=[C:10]([F:13])[CH:11]=2)[NH:6][CH:5]=1.[N:14]1[C:18]2[CH:19]=[CH:20][CH:21]=[CH:22][C:17]=2[NH:16][CH:15]=1.C(N(C(C)C)C(C)C)C.